Dataset: Forward reaction prediction with 1.9M reactions from USPTO patents (1976-2016). Task: Predict the product of the given reaction. (1) Given the reactants C[O:2][C:3](=[O:32])[C:4]([NH:7][C:8]([C:10]1[CH:19]=[C:18]([Br:20])[C:17]2[C:12](=[CH:13][CH:14]=[CH:15][CH:16]=2)[C:11]=1[O:21][CH2:22][CH2:23][O:24][C:25]1[CH:30]=[CH:29][C:28]([F:31])=[CH:27][CH:26]=1)=[O:9])([CH3:6])[CH3:5].Cl, predict the reaction product. The product is: [Br:20][C:18]1[C:17]2[C:12](=[CH:13][CH:14]=[CH:15][CH:16]=2)[C:11]([O:21][CH2:22][CH2:23][O:24][C:25]2[CH:26]=[CH:27][C:28]([F:31])=[CH:29][CH:30]=2)=[C:10]([C:8]([NH:7][C:4]([CH3:6])([CH3:5])[C:3]([OH:32])=[O:2])=[O:9])[CH:19]=1. (2) Given the reactants [NH:1]1[CH:6]=[CH:5][CH:4]=[CH:3][C:2]1=[O:7].CC(C)([O-])C.[K+].[CH:14]1([NH:20][C:21](=[O:42])[NH:22][C@@H:23]2[C@H:27]3[O:28][CH2:29][C@@H:30](OS(C4C=CC(C)=CC=4)(=O)=O)[C@H:26]3[O:25][CH2:24]2)[CH2:19][CH2:18][CH2:17][CH2:16][CH2:15]1, predict the reaction product. The product is: [CH:14]1([NH:20][C:21]([NH:22][C@H:23]2[CH2:24][O:25][C@@H:26]3[C@@H:30]([O:7][C:2]4[CH:3]=[CH:4][CH:5]=[CH:6][N:1]=4)[CH2:29][O:28][C@H:27]23)=[O:42])[CH2:15][CH2:16][CH2:17][CH2:18][CH2:19]1.[CH:14]1([NH:20][C:21]([NH:22][C@H:23]2[CH2:24][O:25][C@@H:26]3[C@@H:30]([N:1]4[CH:6]=[CH:5][CH:4]=[CH:3][C:2]4=[O:7])[CH2:29][O:28][C@H:27]23)=[O:42])[CH2:15][CH2:16][CH2:17][CH2:18][CH2:19]1. (3) Given the reactants C([O:8][N:9]1[C:15](=[O:16])[N:14]2[CH2:17][C@H:10]1[CH2:11][CH2:12][C@H:13]2[C:18]([NH:20][NH:21][C:22](=[O:33])[C@H:23]([NH:25][C:26](=[O:32])[O:27][C:28]([CH3:31])([CH3:30])[CH3:29])[CH3:24])=[O:19])C1C=CC=CC=1, predict the reaction product. The product is: [OH:8][N:9]1[C:15](=[O:16])[N:14]2[CH2:17][C@H:10]1[CH2:11][CH2:12][C@H:13]2[C:18]([NH:20][NH:21][C:22](=[O:33])[C@H:23]([NH:25][C:26](=[O:32])[O:27][C:28]([CH3:30])([CH3:29])[CH3:31])[CH3:24])=[O:19]. (4) Given the reactants Cl.[NH2:2][CH2:3][C:4]([NH2:6])=[O:5].C(=O)([O-])[O-].[Na+].[Na+].[CH:13]1[C:25]2[CH:24]([CH2:26][O:27][C:28](ON3C(=O)CCC3=O)=[O:29])[C:23]3[C:18](=[CH:19][CH:20]=[CH:21][CH:22]=3)[C:17]=2[CH:16]=[CH:15][CH:14]=1, predict the reaction product. The product is: [CH:13]1[C:25]2[CH:24]([CH2:26][O:27][C:28]([NH:2][CH2:3][C:4]([NH2:6])=[O:5])=[O:29])[C:23]3[C:18](=[CH:19][CH:20]=[CH:21][CH:22]=3)[C:17]=2[CH:16]=[CH:15][CH:14]=1. (5) The product is: [Cl:1][C:2]1[CH:7]=[C:6]([N:8]([CH2:9][C:10]2[S:11][C:12]([Cl:15])=[CH:13][CH:14]=2)[CH3:25])[CH:5]=[CH:4][C:3]=1[NH:16][C:17](=[O:22])[C:18]([F:19])([F:20])[F:21]. Given the reactants [Cl:1][C:2]1[CH:7]=[C:6]([NH:8][CH2:9][C:10]2[S:11][C:12]([Cl:15])=[CH:13][CH:14]=2)[CH:5]=[CH:4][C:3]=1[NH:16][C:17](=[O:22])[C:18]([F:21])([F:20])[F:19].C=O.[C:25](O)(=O)C.C([BH3-])#N.[Na+], predict the reaction product. (6) Given the reactants [C:1](Cl)(=[O:5])[CH2:2][CH2:3][CH3:4].[F:7][C:8]([F:20])([F:19])[C:9]1[CH:10]=[C:11]2[C:15](=[CH:16][CH:17]=1)[NH:14][N:13]=[C:12]2[NH2:18], predict the reaction product. The product is: [F:20][C:8]([F:7])([F:19])[C:9]1[CH:10]=[C:11]2[C:15](=[CH:16][CH:17]=1)[NH:14][N:13]=[C:12]2[NH:18][C:1](=[O:5])[CH2:2][CH2:3][CH3:4]. (7) Given the reactants [Br:1][C:2]1[S:3][C:4]([CH3:9])=[C:5]([CH2:7]O)[N:6]=1.C1(P(C2C=CC=CC=2)C2C=CC=CC=2)C=CC=CC=1.[NH:29]1[CH:33]=[C:32]([C:34]([O:36][CH2:37][CH3:38])=[O:35])[CH:31]=[N:30]1.N(C(OC(C)C)=O)=NC(OC(C)C)=O.[Cl-].[NH4+], predict the reaction product. The product is: [Br:1][C:2]1[S:3][C:4]([CH3:9])=[C:5]([CH2:7][N:29]2[CH:33]=[C:32]([C:34]([O:36][CH2:37][CH3:38])=[O:35])[CH:31]=[N:30]2)[N:6]=1. (8) The product is: [CH3:11][O:12][C:13]([CH:15]1[CH2:20][C:19](=[O:21])[CH2:18][CH2:17][N:16]1[C:22]([O:24][C:25]([CH3:28])([CH3:27])[CH3:26])=[O:23])=[O:14]. Given the reactants C(Cl)(=O)C(Cl)=O.CS(C)=O.[CH3:11][O:12][C:13]([CH:15]1[CH2:20][CH:19]([OH:21])[CH2:18][CH2:17][N:16]1[C:22]([O:24][C:25]([CH3:28])([CH3:27])[CH3:26])=[O:23])=[O:14].OS([O-])(=O)=O.[Na+], predict the reaction product. (9) Given the reactants [O:1]1[C:5]2[C:6](=O)[NH:7][CH:8]=[CH:9][C:4]=2[CH:3]=[CH:2]1.P(Cl)(Cl)([Cl:13])=O.[OH-].[Na+], predict the reaction product. The product is: [Cl:13][C:6]1[N:7]=[CH:8][CH:9]=[C:4]2[CH:3]=[CH:2][O:1][C:5]=12. (10) Given the reactants [CH:1]1([NH:4][C:5]([NH:7][C:8]2[CH:13]=[CH:12][C:11]([O:14][C:15]3[CH:20]=[CH:19][N:18]=[C:17]4[CH:21]=[C:22]([C:24]5[CH:29]=[CH:28][C:27]([CH:30]=O)=[CH:26][N:25]=5)[S:23][C:16]=34)=[C:10]([F:32])[CH:9]=2)=[O:6])[CH2:3][CH2:2]1.[NH2:33][CH2:34][CH2:35][C@H:36]([NH:40][C:41]([O:43][C:44]([CH3:47])([CH3:46])[CH3:45])=[O:42])[C:37]([OH:39])=O.C(O)(=O)C.[BH-](OC(C)=O)(OC(C)=O)OC(C)=O.[Na+], predict the reaction product. The product is: [CH:1]1([NH:4][C:5](=[O:6])[NH:7][C:8]2[CH:13]=[CH:12][C:11]([O:14][C:15]3[CH:20]=[CH:19][N:18]=[C:17]4[CH:21]=[C:22]([C:24]5[N:25]=[CH:26][C:27]([CH2:30][N:33]6[CH2:34][CH2:35][C@H:36]([NH:40][C:41](=[O:42])[O:43][C:44]([CH3:47])([CH3:46])[CH3:45])[C:37]6=[O:39])=[CH:28][CH:29]=5)[S:23][C:16]=34)=[C:10]([F:32])[CH:9]=2)[CH2:3][CH2:2]1.